Dataset: Forward reaction prediction with 1.9M reactions from USPTO patents (1976-2016). Task: Predict the product of the given reaction. (1) Given the reactants [CH3:1][C:2]1[C:3]([N+:13]([O-:15])=[O:14])=[C:4]([NH:9][C:10](=[O:12])[CH3:11])[C:5]([CH3:8])=[CH:6][CH:7]=1.[H-].[Na+].I[CH2:19][CH2:20][CH3:21], predict the reaction product. The product is: [CH3:1][C:2]1[C:3]([N+:13]([O-:15])=[O:14])=[C:4]([N:9]([CH2:19][CH2:20][CH3:21])[C:10](=[O:12])[CH3:11])[C:5]([CH3:8])=[CH:6][CH:7]=1. (2) Given the reactants FC(F)(F)S(O[C:7]1[CH:28]=[CH:27][C:10]2[C:11]3[CH:12]=[N:13][N:14]([C:18]4[CH:23]=[CH:22][C:21]([CH2:24][CH2:25][CH3:26])=[CH:20][CH:19]=4)[C:15]=3[CH2:16][CH2:17][C:9]=2[CH:8]=1)(=O)=O.[CH2:31]([Sn](CCCC)(CCCC)C=C)[CH2:32]CC.[Cl-].[Li+], predict the reaction product. The product is: [CH2:24]([C:21]1[CH:22]=[CH:23][C:18]([N:14]2[C:15]3[CH2:16][CH2:17][C:9]4[CH:8]=[C:7]([CH:31]=[CH2:32])[CH:28]=[CH:27][C:10]=4[C:11]=3[CH:12]=[N:13]2)=[CH:19][CH:20]=1)[CH2:25][CH3:26]. (3) Given the reactants P([O:8][CH2:9][CH3:10])(OCC)OCC.N1[C:16]([CH3:17])=[CH:15][CH:14]=[CH:13][C:12]=1[CH3:18].C[N:20]([CH:22]=O)C, predict the reaction product. The product is: [NH2:20][C:22]1[CH:17]=[CH:16][C:15]2[C:10](=[CH:18][CH:12]=[CH:13][CH:14]=2)[C:9]=1[OH:8]. (4) Given the reactants [C:1]([CH2:3][C:4]([OH:6])=O)#[N:2].CN(C(ON1N=NC2C=CC=NC1=2)=[N+](C)C)C.F[P-](F)(F)(F)(F)F.C(N(C(C)C)CC)(C)C.[C:40]([O:44][C:45]([N:47]1[CH2:52][CH2:51][CH:50]([NH:53][C:54]2[C:59]([N+:60]([O-])=O)=[CH:58][N:57]=[C:56]3[N:63]([S:66]([C:69]4[CH:74]=[CH:73][CH:72]=[CH:71][CH:70]=4)(=[O:68])=[O:67])[CH:64]=[CH:65][C:55]=23)[CH2:49][CH2:48]1)=[O:46])([CH3:43])([CH3:42])[CH3:41].C([O-])(O)=O.[Na+], predict the reaction product. The product is: [C:40]([O:44][C:45]([N:47]1[CH2:48][CH2:49][CH:50]([NH:53][C:54]2[C:59]([NH:60][C:4](=[O:6])[CH2:3][C:1]#[N:2])=[CH:58][N:57]=[C:56]3[N:63]([S:66]([C:69]4[CH:74]=[CH:73][CH:72]=[CH:71][CH:70]=4)(=[O:67])=[O:68])[CH:64]=[CH:65][C:55]=23)[CH2:51][CH2:52]1)=[O:46])([CH3:43])([CH3:41])[CH3:42]. (5) Given the reactants Cl[C:2]1[N:7]=[CH:6][N:5]=[C:4]([N:8]([CH3:32])[C:9]([N:11]([C:20]2[C:25]([Cl:26])=[C:24]([O:27][CH3:28])[CH:23]=[C:22]([O:29][CH3:30])[C:21]=2[Cl:31])[CH2:12][O:13][CH2:14][CH2:15][Si:16]([CH3:19])([CH3:18])[CH3:17])=[O:10])[CH:3]=1.[NH2:33][C:34]1[CH:39]=[CH:38][C:37]([N:40]2[CH2:45][CH2:44][N:43]([C:46]([O:48][C:49]([CH3:52])([CH3:51])[CH3:50])=[O:47])[CH2:42][CH2:41]2)=[CH:36][C:35]=1[N+:53]([O-:55])=[O:54].CC(C1C=C(C(C)C)C(C2C(P(C3CCCCC3)C3CCCCC3)=C(OC)C=CC=2OC)=C(C(C)C)C=1)C.CC(C)([O-])C.[Na+], predict the reaction product. The product is: [Cl:31][C:21]1[C:22]([O:29][CH3:30])=[CH:23][C:24]([O:27][CH3:28])=[C:25]([Cl:26])[C:20]=1[N:11]([CH2:12][O:13][CH2:14][CH2:15][Si:16]([CH3:17])([CH3:19])[CH3:18])[C:9](=[O:10])[N:8]([C:4]1[N:5]=[CH:6][N:7]=[C:2]([NH:33][C:34]2[CH:39]=[CH:38][C:37]([N:40]3[CH2:41][CH2:42][N:43]([C:46]([O:48][C:49]([CH3:52])([CH3:50])[CH3:51])=[O:47])[CH2:44][CH2:45]3)=[CH:36][C:35]=2[N+:53]([O-:55])=[O:54])[CH:3]=1)[CH3:32]. (6) Given the reactants [Cl:1][C:2]1[CH:7]=[CH:6][C:5](/[CH:8]=[CH:9]/[C:10]2[CH:11]=[C:12]([CH:16]=[CH:17][C:18]=2[O:19][CH3:20])[C:13]([OH:15])=O)=[CH:4][CH:3]=1.[CH:21]1([NH2:24])[CH2:23][CH2:22]1, predict the reaction product. The product is: [Cl:1][C:2]1[CH:3]=[CH:4][C:5](/[CH:8]=[CH:9]/[C:10]2[CH:11]=[C:12]([CH:16]=[CH:17][C:18]=2[O:19][CH3:20])[C:13]([NH:24][CH:21]2[CH2:23][CH2:22]2)=[O:15])=[CH:6][CH:7]=1.